From a dataset of Drug-target binding data from BindingDB using IC50 measurements. Regression. Given a target protein amino acid sequence and a drug SMILES string, predict the binding affinity score between them. We predict pIC50 (pIC50 = -log10(IC50 in M); higher means more potent). Dataset: bindingdb_ic50. (1) The small molecule is NC(=O)c1cnc(NCCc2cc(Cl)c(O)c(Cl)c2)nc1NCc1ccccc1. The target protein (P42226) has sequence MSLWGLVSKMPPEKVQRLYVDFPQHLRHLLGDWLESQPWEFLVGSDAFCCNLASALLSDTVQHLQASVGEQGEGSTILQHISTLESIYQRDPLKLVATFRQILQGEKKAVMEQFRHLPMPFHWKQEELKFKTGLRRLQHRVGEIHLLREALQKGAEAGQVSLHSLIETPANGTGPSEALAMLLQETTGELEAAKALVLKRIQIWKRQQQLAGNGAPFEESLAPLQERCESLVDIYSQLQQEVGAAGGELEPKTRASLTGRLDEVLRTLVTSCFLVEKQPPQVLKTQTKFQAGVRFLLGLRFLGAPAKPPLVRADMVTEKQARELSVPQGPGAGAESTGEIINNTVPLENSIPGNCCSALFKNLLLKKIKRCERKGTESVTEEKCAVLFSASFTLGPGKLPIQLQALSLPLVVIVHGNQDNNAKATILWDNAFSEMDRVPFVVAERVPWEKMCETLNLKFMAEVGTNRGLLPEHFLFLAQKIFNDNSLSMEAFQHRSVSWS.... The pIC50 is 7.2. (2) The drug is CCCCCCCN(CCCCCSc1nnc(-c2ccccc2)c(-c2ccccc2)n1)C(=O)Nc1ccc(F)cc1F. The target protein (O70536) has sequence MVGEETSLRNRLSRSAENPEQDEAQKNLLDTHRNGHITMKQLIAKKRQLAAEAEELKPLFLKEVGCHFDDFVTNLIDKSASLDNGGCALTTFSILEEMKNNHRAKDLRAPPEQGKIFISRRSLLDELFEVDHIRTIYHMFIALLIIFILSTLVVDYIDEGRLVLEFSLLAYAFGQFPIVIWTWWAMFLSTLAIPYFLFQRWAHGYSKSSHPLIYSLIHGAFFLVFQLGILGFIPTYVVLAYTLPPASRFILILEQIRLVMKAHSYVRENVPRVLSAAKEKSSTVPVPTVNQYLYFLFAPTLIYRDSYPRTPTVRWGYVAMQFLQVFGCLFYVYYIFERLCAPLFRNIKQEPFSARVLVLCVFNSILPGVLMLFLSFFAFLHCWLNAFAEMLRFGDRMFYKDWWNSTSYSNYYRTWNVVVHDWLYYYVYKDLLWFFSKRFRPAAMLAVFALSAVVHEYALAVCLSYFYPVLFVLFMFFGMAFNFIVNDSRKRPVWNIMVRA.... The pIC50 is 6.4.